From a dataset of Reaction yield outcomes from USPTO patents with 853,638 reactions. Predict the reaction yield, written as a fraction of the theoretical maximum amount of product (1.0 means a 100% yield; for example, 0.34 means a 34% yield). (1) The reactants are C(Cl)(=O)C(Cl)=O.[F:7][C:8]1[CH:13]=[CH:12][C:11]([CH2:14][CH2:15][C:16](O)=O)=[CH:10][CH:9]=1.[CH3:19][C:20]1(C)[O:27][C:25](=O)[CH2:24]C(=O)[O:21]1.C([O-])(=O)C.[NH4+:33].C(O)(=O)C. The catalyst is ClCCl.C(O)C.CCCCCC.O.C1(C)C=CC=CC=1. The product is [NH2:33][C:16]([CH2:15][CH2:14][C:11]1[CH:10]=[CH:9][C:8]([F:7])=[CH:13][CH:12]=1)=[CH:19][C:20]([O:27][CH2:25][CH3:24])=[O:21]. The yield is 0.270. (2) The reactants are [NH2:1][C:2]1[C:3]([C:15]#[N:16])=[C:4]2[CH2:10][CH2:9][CH2:8][CH2:7][CH2:6][N:5]2[C:11]=1[C:12]([OH:14])=O.[CH:17]1([C:20]#[N:21])[CH2:19][CH2:18]1. The catalyst is Cl.O1CCOCC1. The product is [CH:17]1([C:20]2[NH:21][C:12](=[O:14])[C:11]3[N:5]4[C:4](=[C:3]([C:15]#[N:16])[C:2]=3[N:1]=2)[CH2:10][CH2:9][CH2:8][CH2:7][CH2:6]4)[CH2:19][CH2:18]1. The yield is 0.0400. (3) The product is [CH:16]1([N:12]2[C:13]3[CH:14]=[C:2]([C:1]([O:5][CH2:6][CH3:28])=[O:4])[S:3][C:9]=3[N:10]=[C:11]2[C:22]2[CH:27]=[CH:26][CH:25]=[CH:24][CH:23]=2)[CH2:21][CH2:20][CH2:19][CH2:18][CH2:17]1. The reactants are [C:1]([O:5][CH3:6])(=[O:4])[CH2:2][SH:3].[Na].Cl[C:9]1[N:10]=[C:11]([C:22]2[CH:27]=[CH:26][CH:25]=[CH:24][CH:23]=2)[N:12]([CH:16]2[CH2:21][CH2:20][CH2:19][CH2:18][CH2:17]2)[C:13]=1[CH:14]=O.[CH2:28](O)C. No catalyst specified. The yield is 0.310. (4) The reactants are [NH2:1][C:2]1[N:11]=[CH:10][C:9]2[NH:8][C:7](=O)[C@H:6]([CH3:13])[N:5]([CH2:14][C:15]3[C:20]([CH3:21])=[C:19]([O:22][CH3:23])[C:18]([CH3:24])=[CH:17][N:16]=3)[C:4]=2[N:3]=1.B.C1COCC1.Cl. The catalyst is C1COCC1. The product is [CH3:23][O:22][C:19]1[C:18]([CH3:24])=[CH:17][N:16]=[C:15]([CH2:14][N:5]2[C:4]3[N:3]=[C:2]([NH2:1])[N:11]=[CH:10][C:9]=3[NH:8][CH2:7][C@@H:6]2[CH3:13])[C:20]=1[CH3:21]. The yield is 0.730. (5) The product is [CH2:1]([O:3][C:4]1[CH:9]=[CH:8][N:7]=[C:6]([OH:13])[CH:5]=1)[CH3:2]. The yield is 0.450. No catalyst specified. The reactants are [CH2:1]([O:3][C:4]1[CH:9]=[CH:8][N+:7]([O-])=[CH:6][CH:5]=1)[CH3:2].C(OC(=O)C)(=[O:13])C. (6) The yield is 0.740. The catalyst is C1COCC1. The reactants are [CH:1]([C:4]1[CH:5]=[C:6](Br)[CH:7]=[C:8]([CH:10]([CH3:12])[CH3:11])[CH:9]=1)([CH3:3])[CH3:2].[Mg].[CH:15]([C:18]1[CH:19]=[C:20]([Mg]Br)[CH:21]=[C:22]([CH:24]([CH3:26])[CH3:25])[CH:23]=1)([CH3:17])[CH3:16].Cl[P:30](Cl)[C:31]1[CH:36]=[CH:35][CH:34]=[CH:33][C:32]=1[P:37](Cl)Cl. The product is [CH:1]([C:4]1[CH:5]=[C:6]([P:30]([C:6]2[CH:5]=[C:4]([CH:1]([CH3:2])[CH3:3])[CH:9]=[C:8]([CH:10]([CH3:12])[CH3:11])[CH:7]=2)[C:31]2[CH:36]=[CH:35][CH:34]=[CH:33][C:32]=2[P:37]([C:6]2[CH:7]=[C:8]([CH:10]([CH3:12])[CH3:11])[CH:9]=[C:4]([CH:1]([CH3:3])[CH3:2])[CH:5]=2)[C:20]2[CH:19]=[C:18]([CH:15]([CH3:17])[CH3:16])[CH:23]=[C:22]([CH:24]([CH3:26])[CH3:25])[CH:21]=2)[CH:7]=[C:8]([CH:10]([CH3:12])[CH3:11])[CH:9]=1)([CH3:3])[CH3:2]. (7) The reactants are [NH2:1][C:2]1[CH:7]=[CH:6][C:5]([CH3:8])=[CH:4][C:3]=1[C:9]([CH:11]1[CH2:13][CH2:12]1)=[O:10].CON(C)[C:17]([CH:19]1CCCC[CH2:20]1)=O. No catalyst specified. The product is [NH2:1][C:2]1[CH:7]=[CH:6][C:5]([CH3:8])=[CH:4][C:3]=1[C:9]([CH:11]1[CH2:13][CH2:12][CH2:20][CH2:19][CH2:17]1)=[O:10]. The yield is 0.750.